This data is from Full USPTO retrosynthesis dataset with 1.9M reactions from patents (1976-2016). The task is: Predict the reactants needed to synthesize the given product. Given the product [N:57]1([S:61]([NH:64][C:36](=[O:38])[C:35]2[CH:39]=[C:31]([CH:28]3[CH2:29][CH2:30]3)[C:32]([O:41][CH2:42][C:43]3([CH:49]([F:50])[F:51])[CH2:48][CH2:47][CH2:46][CH2:45][CH2:44]3)=[CH:33][C:34]=2[F:40])(=[O:63])=[O:62])[CH2:60][CH2:59][CH2:58]1, predict the reactants needed to synthesize it. The reactants are: C(C1(COC2C(C3CC3)=CC(C(O)=O)=C(F)C=2)C2CC3CC(CC1C3)C2)#N.[CH:28]1([C:31]2[C:32]([O:41][CH2:42][C:43]3([CH:49]([F:51])[F:50])[CH2:48][CH2:47][CH2:46][CH2:45][CH2:44]3)=[CH:33][C:34]([F:40])=[C:35]([CH:39]=2)[C:36]([OH:38])=O)[CH2:30][CH2:29]1.CS(N)(=O)=O.[N:57]1([S:61]([NH2:64])(=[O:63])=[O:62])[CH2:60][CH2:59][CH2:58]1.